Dataset: NCI-60 drug combinations with 297,098 pairs across 59 cell lines. Task: Regression. Given two drug SMILES strings and cell line genomic features, predict the synergy score measuring deviation from expected non-interaction effect. (1) Drug 1: C(CC(=O)O)C(=O)CN.Cl. Drug 2: N.N.Cl[Pt+2]Cl. Cell line: M14. Synergy scores: CSS=19.8, Synergy_ZIP=0.480, Synergy_Bliss=5.47, Synergy_Loewe=-14.7, Synergy_HSA=1.25. (2) Drug 1: CC(CN1CC(=O)NC(=O)C1)N2CC(=O)NC(=O)C2. Drug 2: C1=CN(C=N1)CC(O)(P(=O)(O)O)P(=O)(O)O. Cell line: TK-10. Synergy scores: CSS=6.77, Synergy_ZIP=-5.99, Synergy_Bliss=-9.92, Synergy_Loewe=-17.6, Synergy_HSA=-8.29. (3) Drug 1: C1C(C(OC1N2C=NC3=C(N=C(N=C32)Cl)N)CO)O. Drug 2: CC12CCC3C(C1CCC2O)C(CC4=C3C=CC(=C4)O)CCCCCCCCCS(=O)CCCC(C(F)(F)F)(F)F. Cell line: COLO 205. Synergy scores: CSS=43.5, Synergy_ZIP=0.753, Synergy_Bliss=-1.92, Synergy_Loewe=-26.5, Synergy_HSA=-2.60. (4) Drug 1: C(=O)(N)NO. Drug 2: CC12CCC3C(C1CCC2OP(=O)(O)O)CCC4=C3C=CC(=C4)OC(=O)N(CCCl)CCCl.[Na+]. Cell line: DU-145. Synergy scores: CSS=9.20, Synergy_ZIP=-2.51, Synergy_Bliss=1.28, Synergy_Loewe=0.747, Synergy_HSA=0.866. (5) Drug 1: CC1OCC2C(O1)C(C(C(O2)OC3C4COC(=O)C4C(C5=CC6=C(C=C35)OCO6)C7=CC(=C(C(=C7)OC)O)OC)O)O. Drug 2: CC1=C(C(=O)C2=C(C1=O)N3CC4C(C3(C2COC(=O)N)OC)N4)N. Cell line: UO-31. Synergy scores: CSS=14.0, Synergy_ZIP=-5.01, Synergy_Bliss=-2.82, Synergy_Loewe=-0.645, Synergy_HSA=0.158. (6) Drug 1: CC1=C(C=C(C=C1)C(=O)NC2=CC(=CC(=C2)C(F)(F)F)N3C=C(N=C3)C)NC4=NC=CC(=N4)C5=CN=CC=C5. Drug 2: CCCCC(=O)OCC(=O)C1(CC(C2=C(C1)C(=C3C(=C2O)C(=O)C4=C(C3=O)C=CC=C4OC)O)OC5CC(C(C(O5)C)O)NC(=O)C(F)(F)F)O. Cell line: ACHN. Synergy scores: CSS=56.6, Synergy_ZIP=3.18, Synergy_Bliss=0.168, Synergy_Loewe=-1.04, Synergy_HSA=-1.77. (7) Drug 1: C1CCC(C(C1)N)N.C(=O)(C(=O)[O-])[O-].[Pt+4]. Drug 2: C(CCl)NC(=O)N(CCCl)N=O. Cell line: SK-OV-3. Synergy scores: CSS=0.706, Synergy_ZIP=0.660, Synergy_Bliss=2.53, Synergy_Loewe=1.98, Synergy_HSA=0.797. (8) Drug 1: CN(C)N=NC1=C(NC=N1)C(=O)N. Drug 2: N.N.Cl[Pt+2]Cl. Cell line: HCT-15. Synergy scores: CSS=-2.89, Synergy_ZIP=-0.0138, Synergy_Bliss=-0.448, Synergy_Loewe=-4.34, Synergy_HSA=-3.66.